From a dataset of Forward reaction prediction with 1.9M reactions from USPTO patents (1976-2016). Predict the product of the given reaction. (1) Given the reactants [Br:1][C:2]1[C:6]2[CH2:7][N:8]([C:11]([O:13][C:14]([CH3:17])([CH3:16])[CH3:15])=[O:12])[CH2:9][CH2:10][C:5]=2[N:4]([CH:18]2[CH2:23][CH2:22]S[CH2:20][CH2:19]2)[N:3]=1.O[O:25][S:26]([O-:28])=O.[K+], predict the reaction product. The product is: [Br:1][C:2]1[C:6]2[CH2:7][N:8]([C:11]([O:13][C:14]([CH3:15])([CH3:16])[CH3:17])=[O:12])[CH2:9][CH2:10][C:5]=2[N:4]([CH:18]2[CH2:23][CH2:22][S:26](=[O:28])(=[O:25])[CH2:20][CH2:19]2)[N:3]=1. (2) Given the reactants CS(C)=O.C(Cl)(=O)C(Cl)=O.[Br:11][C:12]1[C:17]2[N:18]=[C:19]([CH3:21])[S:20][C:16]=2[CH:15]=[CH:14][C:13]=1[CH2:22][OH:23].C(N(CC)CC)C, predict the reaction product. The product is: [Br:11][C:12]1[C:17]2[N:18]=[C:19]([CH3:21])[S:20][C:16]=2[CH:15]=[CH:14][C:13]=1[CH:22]=[O:23]. (3) Given the reactants Cl[C:2]1[N:7]2[N:8]=[C:9]([CH:11]([CH3:13])[CH3:12])[N:10]=[C:6]2[N:5]=[C:4]([CH3:14])[C:3]=1[CH2:15][C:16]([O:18][CH3:19])=[O:17].[C:20]1([CH3:29])[CH:25]=[CH:24][C:23](B(O)O)=[CH:22][CH:21]=1.C(N(C(C)C)CC)(C)C.C(OCC)(=O)C, predict the reaction product. The product is: [CH:11]([C:9]1[N:10]=[C:6]2[N:5]=[C:4]([CH3:14])[C:3]([CH2:15][C:16]([O:18][CH3:19])=[O:17])=[C:2]([C:23]3[CH:24]=[CH:25][C:20]([CH3:29])=[CH:21][CH:22]=3)[N:7]2[N:8]=1)([CH3:13])[CH3:12]. (4) Given the reactants Br[C:2]1[CH:7]=[CH:6][C:5]([C:8](=[C:16]2[CH2:21][C:20]([CH3:23])([CH3:22])[CH2:19][C:18]([CH3:25])([CH3:24])[CH2:17]2)[C:9]2[CH:14]=[CH:13][C:12]([OH:15])=[CH:11][CH:10]=2)=[CH:4][CH:3]=1.[C:26]([O-:29])([O-])=[O:27].[Na+].[Na+], predict the reaction product. The product is: [OH:15][C:12]1[CH:13]=[CH:14][C:9]([C:8](=[C:16]2[CH2:21][C:20]([CH3:23])([CH3:22])[CH2:19][C:18]([CH3:25])([CH3:24])[CH2:17]2)[C:5]2[CH:6]=[CH:7][C:2]([C:2]3[CH:7]=[CH:6][C:5]([C:26]([OH:29])=[O:27])=[CH:4][CH:3]=3)=[CH:3][CH:4]=2)=[CH:10][CH:11]=1. (5) Given the reactants [Cl:1][C:2]1[CH:7]=[C:6]([O:8][CH3:9])[N:5]=[C:4]([O:10][CH3:11])[N:3]=1.C([O-])(O)=O.[Na+].CO.[Br:19]Br, predict the reaction product. The product is: [Br:19][C:7]1[C:2]([Cl:1])=[N:3][C:4]([O:10][CH3:11])=[N:5][C:6]=1[O:8][CH3:9]. (6) Given the reactants [C:1]([O:5][C:6](=[O:23])[NH:7][CH:8]([C:15]1[CH:20]=[CH:19][C:18]([Cl:21])=[C:17]([Cl:22])[CH:16]=1)[C:9](=[O:14])N(OC)C)([CH3:4])([CH3:3])[CH3:2].Br[C:25]1[CH:30]=[CH:29][C:28]([C:31]2[CH:32]=[N:33][CH:34]=[C:35]([F:37])[CH:36]=2)=[C:27]([CH3:38])[CH:26]=1, predict the reaction product. The product is: [C:1]([O:5][C:6](=[O:23])[NH:7][CH:8]([C:15]1[CH:20]=[CH:19][C:18]([Cl:21])=[C:17]([Cl:22])[CH:16]=1)[C:9]([C:25]1[CH:30]=[CH:29][C:28]([C:31]2[CH:32]=[N:33][CH:34]=[C:35]([F:37])[CH:36]=2)=[C:27]([CH3:38])[CH:26]=1)=[O:14])([CH3:2])([CH3:3])[CH3:4]. (7) Given the reactants Cl[C:2]1[CH:11]=[CH:10][CH:9]=[C:8]2[C:3]=1[CH:4]=[CH:5][C:6]([C:12]1[CH:17]=[C:16]([CH3:18])[CH:15]=[C:14]([CH3:19])[CH:13]=1)=[N:7]2.[C:20]1(B(O)O)[CH:25]=[CH:24][CH:23]=[CH:22][CH:21]=1.P([O-])([O-])([O-])=O.[K+].[K+].[K+], predict the reaction product. The product is: [CH3:19][C:14]1[CH:13]=[C:12]([C:6]2[CH:5]=[CH:4][C:3]3[C:8](=[CH:9][CH:10]=[CH:11][C:2]=3[C:20]3[CH:25]=[CH:24][CH:23]=[CH:22][CH:21]=3)[N:7]=2)[CH:17]=[C:16]([CH3:18])[CH:15]=1.